Dataset: Forward reaction prediction with 1.9M reactions from USPTO patents (1976-2016). Task: Predict the product of the given reaction. (1) Given the reactants C[CH:2]([N:4]([CH2:15][C:16]1[NH:20][C:19]2[CH:21]=[CH:22][CH:23]=[C:24]([N:25]3[CH2:30][CH2:29][N:28]([CH3:31])[CH2:27][CH2:26]3)[C:18]=2[N:17]=1)[C@@H:5]1[C:14]2[N:13]=[CH:12][CH:11]=[CH:10][C:9]=2[CH2:8][CH2:7][CH2:6]1)[CH3:3].[CH2:32](N[C@@H]1C2N=CC=CC=2CCC1)CC.CN1CCN(C2C3N=C(C=O)NC=3C=CC=2)CC1, predict the reaction product. The product is: [CH3:31][N:28]1[CH2:27][CH2:26][N:25]([C:24]2[C:18]3[N:17]=[C:16]([CH2:15][N:4]([CH2:2][CH2:3][CH3:32])[C@@H:5]4[C:14]5[N:13]=[CH:12][CH:11]=[CH:10][C:9]=5[CH2:8][CH2:7][CH2:6]4)[NH:20][C:19]=3[CH:21]=[CH:22][CH:23]=2)[CH2:30][CH2:29]1. (2) The product is: [CH3:1][C:2]1[S:3][C:4]2[C:10]3[N:30]=[C:28]([NH:27][C:23]4[CH:24]=[CH:25][CH:26]=[C:21]([N+:18]([O-:20])=[O:19])[CH:22]=4)[N:29]=[CH:12][C:9]=3[CH2:8][CH2:7][C:5]=2[N:6]=1. Given the reactants [CH3:1][C:2]1[S:3][C:4]2[C:10](=O)[CH:9]([CH:12]=O)[CH2:8][CH2:7][C:5]=2[N:6]=1.[N+]([O-])(O)=O.[N+:18]([C:21]1[CH:22]=[C:23]([NH:27][C:28]([NH2:30])=[NH:29])[CH:24]=[CH:25][CH:26]=1)([O-:20])=[O:19].[OH-].[Na+], predict the reaction product.